Dataset: Full USPTO retrosynthesis dataset with 1.9M reactions from patents (1976-2016). Task: Predict the reactants needed to synthesize the given product. (1) Given the product [C:1]([O:5][C:6](=[O:36])[NH:7][CH:8]([CH2:9][CH:10]([CH2:14][C:15]1[CH:20]=[CH:19][N:18]=[C:17]([CH2:21][CH2:22][CH2:23][CH2:24][O:25][CH3:26])[CH:16]=1)[CH:11]([CH3:13])[CH3:12])[CH:27]([OH:28])[CH2:31][CH:30]([C:29](=[O:35])[NH:43][CH:40]1[CH2:41][CH2:42][O:37][CH2:38][CH2:39]1)[CH:32]([CH3:33])[CH3:34])([CH3:3])([CH3:4])[CH3:2], predict the reactants needed to synthesize it. The reactants are: [C:1]([O:5][C:6](=[O:36])[NH:7][CH:8]([CH:27]1[CH2:31][CH:30]([CH:32]([CH3:34])[CH3:33])[C:29](=[O:35])[O:28]1)[CH2:9][CH:10]([CH2:14][C:15]1[CH:20]=[CH:19][N:18]=[C:17]([CH2:21][CH2:22][CH2:23][CH2:24][O:25][CH3:26])[CH:16]=1)[CH:11]([CH3:13])[CH3:12])([CH3:4])([CH3:3])[CH3:2].[O:37]1[CH2:42][CH2:41][CH:40]([NH2:43])[CH2:39][CH2:38]1. (2) Given the product [F:20][CH:3]([F:2])[O:4][C:5]1[N:9]([CH3:10])[N:8]=[C:7]([C:11]([F:14])([F:13])[F:12])[C:6]=1[CH2:15][SH:16], predict the reactants needed to synthesize it. The reactants are: Br.[F:2][CH:3]([F:20])[O:4][C:5]1[N:9]([CH3:10])[N:8]=[C:7]([C:11]([F:14])([F:13])[F:12])[C:6]=1[CH2:15][S:16]C(=N)N.C(=O)([O-])[O-].[K+].[K+].O. (3) The reactants are: [NH2:1][C:2]1[C:3]([O:14][CH3:15])=[C:4]([CH2:12][OH:13])[CH:5]=[C:6]([C:8]([CH3:11])([CH3:10])[CH3:9])[CH:7]=1.N1C=CN=C1.[CH3:21][Si:22](Cl)([CH3:24])[CH3:23].C(=O)([O-])[O-].[K+].[K+]. Given the product [C:8]([C:6]1[CH:5]=[C:4]([CH2:12][O:13][Si:22]([CH3:24])([CH3:23])[CH3:21])[C:3]([O:14][CH3:15])=[C:2]([NH2:1])[CH:7]=1)([CH3:11])([CH3:9])[CH3:10], predict the reactants needed to synthesize it.